Dataset: Reaction yield outcomes from USPTO patents with 853,638 reactions. Task: Predict the reaction yield, written as a fraction of the theoretical maximum amount of product (1.0 means a 100% yield; for example, 0.34 means a 34% yield). (1) The reactants are [NH2:1][C:2]1[CH:7]=[C:6]([F:8])[CH:5]=[CH:4][C:3]=1[C:9]([C:11]1[S:12][CH:13]=[CH:14][CH:15]=1)=[O:10].NC1C=C(F)C=CC=1[C:19](O)=[O:20].[NH2:27][C:28]1[S:29][CH:30]=[CH:31][N:32]=1. No catalyst specified. The product is [F:8][C:6]1[CH:5]=[CH:4][C:3]([C:9]([C:11]2[S:12][CH:13]=[CH:14][CH:15]=2)=[O:10])=[C:2]([NH:1][C:19]([NH:27][C:28]2[S:29][CH:30]=[CH:31][N:32]=2)=[O:20])[CH:7]=1. The yield is 0.650. (2) The product is [C:1]([O:5][C:6]([N:8]1[CH2:12][CH2:11][CH2:10][CH:9]1[C:13]1[NH:17][C:16]2[CH:18]=[C:19]([C:22]#[C:23][C:28]3[CH:29]=[CH:30][C:25]([I:24])=[CH:26][CH:27]=3)[CH:20]=[CH:21][C:15]=2[N:14]=1)=[O:7])([CH3:4])([CH3:3])[CH3:2]. The catalyst is CN(C=O)C.C(OCC)(=O)C.C1C=CC([P]([Pd]([P](C2C=CC=CC=2)(C2C=CC=CC=2)C2C=CC=CC=2)([P](C2C=CC=CC=2)(C2C=CC=CC=2)C2C=CC=CC=2)[P](C2C=CC=CC=2)(C2C=CC=CC=2)C2C=CC=CC=2)(C2C=CC=CC=2)C2C=CC=CC=2)=CC=1.[Cu]I. The yield is 0.750. The reactants are [C:1]([O:5][C:6]([N:8]1[CH2:12][CH2:11][CH2:10][CH:9]1[C:13]1[NH:17][C:16]2[CH:18]=[C:19]([C:22]#[CH:23])[CH:20]=[CH:21][C:15]=2[N:14]=1)=[O:7])([CH3:4])([CH3:3])[CH3:2].[I:24][C:25]1[CH:30]=[CH:29][C:28](I)=[CH:27][CH:26]=1.C(N(CC)CC)C.